This data is from Reaction yield outcomes from USPTO patents with 853,638 reactions. The task is: Predict the reaction yield, written as a fraction of the theoretical maximum amount of product (1.0 means a 100% yield; for example, 0.34 means a 34% yield). (1) The reactants are [F:1][C:2]1[CH:23]=[CH:22][CH:21]=[C:20]([F:24])[C:3]=1[C:4]([NH:6][C:7]1[C:8]([CH:18]=[O:19])=[N:9][N:10]([CH:12]2[CH2:17][CH2:16][CH2:15][CH2:14][O:13]2)[CH:11]=1)=[O:5].[CH3:25][Mg]Br. The catalyst is C1COCC1. The product is [F:1][C:2]1[CH:23]=[CH:22][CH:21]=[C:20]([F:24])[C:3]=1[C:4]([NH:6][C:7]1[C:8]([CH:18]([OH:19])[CH3:25])=[N:9][N:10]([CH:12]2[CH2:17][CH2:16][CH2:15][CH2:14][O:13]2)[CH:11]=1)=[O:5]. The yield is 0.950. (2) The reactants are [CH3:1][O:2][C:3]1[CH:4]=[CH:5][C:6]([CH:25]=[C:26]2[S:30][C:29](=[O:31])[NH:28][C:27]2=[O:32])=[C:7]2[C:12]=1[N:11]([CH2:13][C:14]1[CH:19]=[CH:18][C:17]([C:20]([O:22][CH3:23])=[O:21])=[CH:16][CH:15]=1)[C:10](=[O:24])[CH2:9][CH2:8]2. The catalyst is [C].[Pd].CN(C=O)C. The product is [CH3:1][O:2][C:3]1[CH:4]=[CH:5][C:6]([CH2:25][CH:26]2[S:30][C:29](=[O:31])[NH:28][C:27]2=[O:32])=[C:7]2[C:12]=1[N:11]([CH2:13][C:14]1[CH:19]=[CH:18][C:17]([C:20]([O:22][CH3:23])=[O:21])=[CH:16][CH:15]=1)[C:10](=[O:24])[CH2:9][CH2:8]2. The yield is 0.740.